This data is from Full USPTO retrosynthesis dataset with 1.9M reactions from patents (1976-2016). The task is: Predict the reactants needed to synthesize the given product. (1) The reactants are: [Cl:1][C:2]1[CH:3]=[C:4]2[C:9](=[C:10]([F:21])[C:11]=1[C:12]1[C:17]([O:18]C)=[CH:16][CH:15]=[CH:14][C:13]=1[F:20])[N:8]=[CH:7][N:6]=[C:5]2[N:22]1[CH2:27][CH2:26][N:25]([C:28](=[O:31])[CH:29]=[CH2:30])[CH2:24][CH2:23]1.B(Br)(Br)Br. Given the product [Cl:1][C:2]1[CH:3]=[C:4]2[C:9](=[C:10]([F:21])[C:11]=1[C:12]1[C:17]([OH:18])=[CH:16][CH:15]=[CH:14][C:13]=1[F:20])[N:8]=[CH:7][N:6]=[C:5]2[N:22]1[CH2:23][CH2:24][N:25]([C:28](=[O:31])[CH:29]=[CH2:30])[CH2:26][CH2:27]1, predict the reactants needed to synthesize it. (2) The reactants are: [C:1]([C:5]1[CH:9]=[C:8]([NH:10][C:11]([NH:13][C:14]2[C:23]3[C:18](=[CH:19][CH:20]=[CH:21][CH:22]=3)[CH:17]=[CH:16][CH:15]=2)=[O:12])[N:7]([C:24]2[CH:25]=[C:26]([CH2:30][C:31](O)=[O:32])[CH:27]=[CH:28][CH:29]=2)[N:6]=1)([CH3:4])([CH3:3])[CH3:2].[NH2:34][CH2:35][CH2:36][OH:37].CCN(CC)CC. Given the product [C:1]([C:5]1[CH:9]=[C:8]([NH:10][C:11]([NH:13][C:14]2[C:23]3[C:18](=[CH:19][CH:20]=[CH:21][CH:22]=3)[CH:17]=[CH:16][CH:15]=2)=[O:12])[N:7]([C:24]2[CH:25]=[C:26]([CH2:30][C:31]([NH:34][CH2:35][CH2:36][OH:37])=[O:32])[CH:27]=[CH:28][CH:29]=2)[N:6]=1)([CH3:3])([CH3:2])[CH3:4], predict the reactants needed to synthesize it. (3) The reactants are: [Cl:1][C:2]1[C:3]([CH2:19][NH:20][CH:21]=O)=[N:4][C:5]([C:12]2[CH:17]=[CH:16][CH:15]=[C:14]([F:18])[CH:13]=2)=[C:6]([CH:11]=1)[C:7]([O:9][CH3:10])=[O:8]. Given the product [Cl:1][C:2]1[C:3]2[N:4]([CH:21]=[N:20][CH:19]=2)[C:5]([C:12]2[CH:17]=[CH:16][CH:15]=[C:14]([F:18])[CH:13]=2)=[C:6]([C:7]([O:9][CH3:10])=[O:8])[CH:11]=1, predict the reactants needed to synthesize it. (4) Given the product [Br:23][C:20]1[CH:21]=[CH:22][C:17]([C:15](=[O:16])[CH2:14][CH:6]2[C:7](=[O:8])[O:9][C:2]([CH3:10])([CH3:1])[O:3][C:4]2=[O:5])=[CH:18][CH:19]=1, predict the reactants needed to synthesize it. The reactants are: [CH3:1][C:2]1([CH3:10])[O:9][C:7](=[O:8])[CH2:6][C:4](=[O:5])[O:3]1.[H-].[Na+].Br[CH2:14][C:15]([C:17]1[CH:22]=[CH:21][C:20]([Br:23])=[CH:19][CH:18]=1)=[O:16].Cl. (5) The reactants are: [N+](C1C=CC(S(O[C:14]2[CH2:18][CH:17]([C:19](=[O:36])[NH:20][C:21]3[CH:26]=[CH:25][C:24]([Cl:27])=[CH:23][C:22]=3[C:28](=[O:35])[NH:29][CH:30]([CH:32]3[CH2:34][CH2:33]3)[CH3:31])[N:16]([C:37]3[C:42]([Cl:43])=[CH:41][CH:40]=[CH:39][N:38]=3)[N:15]=2)(=O)=O)=CC=1)([O-])=O.C(O)(=O)C.[BrH:48].C(OCC)(=O)C.[OH-].[Na+]. Given the product [Cl:27][C:24]1[CH:25]=[CH:26][C:21]([NH:20][C:19]([CH:17]2[N:16]([C:37]3[C:42]([Cl:43])=[CH:41][CH:40]=[CH:39][N:38]=3)[N:15]=[C:14]([Br:48])[CH2:18]2)=[O:36])=[C:22]([C:28](=[O:35])[NH:29][CH:30]([CH:32]2[CH2:34][CH2:33]2)[CH3:31])[CH:23]=1, predict the reactants needed to synthesize it. (6) Given the product [Cl:1][C:2]1[CH:3]=[CH:4][C:5]([C:8]2[N:9]=[C:10]([CH2:24][O:25][CH:26]3[CH2:31][CH2:30][CH2:29][CH:28]=[CH:27]3)[C:11]([C:21]([O:23][CH3:34])=[O:22])=[N:12][C:13]=2[C:14]2[CH:15]=[CH:16][C:17]([Cl:20])=[CH:18][CH:19]=2)=[CH:6][CH:7]=1, predict the reactants needed to synthesize it. The reactants are: [Cl:1][C:2]1[CH:7]=[CH:6][C:5]([C:8]2[N:9]=[C:10]([CH2:24][O:25][CH:26]3[CH2:31][CH2:30][CH2:29][CH:28]=[CH:27]3)[C:11]([C:21]([OH:23])=[O:22])=[N:12][C:13]=2[C:14]2[CH:19]=[CH:18][C:17]([Cl:20])=[CH:16][CH:15]=2)=[CH:4][CH:3]=1.CO.[CH3:34][Si](C=[N+]=[N-])(C)C. (7) Given the product [CH3:5][C:6]1([CH3:17])[C:15]2[C:10](=[CH:11][C:12]([N+:1]([O-:4])=[O:2])=[CH:13][CH:14]=2)[CH2:9][CH2:8][C:7]1=[O:16], predict the reactants needed to synthesize it. The reactants are: [N+:1]([O-:4])(O)=[O:2].[CH3:5][C:6]1([CH3:17])[C:15]2[C:10](=[CH:11][CH:12]=[CH:13][CH:14]=2)[CH2:9][CH2:8][C:7]1=[O:16].[OH-].[K+]. (8) Given the product [F:20][C:21]1[CH:26]=[CH:25][C:24]([C:2]2[CH:11]=[N:10][CH:9]=[C:8]3[C:3]=2[CH:4]=[C:5]([C:12]([NH:14][CH2:15][C:16]([F:19])([F:18])[F:17])=[O:13])[CH:6]=[N:7]3)=[CH:23][CH:22]=1, predict the reactants needed to synthesize it. The reactants are: Br[C:2]1[CH:11]=[N:10][CH:9]=[C:8]2[C:3]=1[CH:4]=[C:5]([C:12]([NH:14][CH2:15][C:16]([F:19])([F:18])[F:17])=[O:13])[CH:6]=[N:7]2.[F:20][C:21]1[CH:26]=[CH:25][C:24](B(O)O)=[CH:23][CH:22]=1.C(=O)([O-])[O-].[Cs+].[Cs+].